From a dataset of Full USPTO retrosynthesis dataset with 1.9M reactions from patents (1976-2016). Predict the reactants needed to synthesize the given product. Given the product [C:8]([C:7]1[C:2]([S:21][CH2:22][C:23]([NH2:25])=[O:24])=[N:3][C:4]([S:19][CH3:20])=[N:5][C:6]=1[C:10]1[CH:15]=[CH:14][CH:13]=[C:12]([O:16][CH3:17])[C:11]=1[F:18])#[N:9], predict the reactants needed to synthesize it. The reactants are: Cl[C:2]1[C:7]([C:8]#[N:9])=[C:6]([C:10]2[CH:15]=[CH:14][CH:13]=[C:12]([O:16][CH3:17])[C:11]=2[F:18])[N:5]=[C:4]([S:19][CH3:20])[N:3]=1.[SH:21][CH2:22][C:23]([NH2:25])=[O:24].C(=O)([O-])[O-].[Na+].[Na+].